This data is from Reaction yield outcomes from USPTO patents with 853,638 reactions. The task is: Predict the reaction yield, written as a fraction of the theoretical maximum amount of product (1.0 means a 100% yield; for example, 0.34 means a 34% yield). (1) The product is [N:15]1([C@H:21]2[CH2:22][C@H:23]([O:25][C:26]3[CH:27]=[CH:28][C:29]([C:32]4[S:33][C:34]5[CH2:35][N:36]([C:10](=[O:11])[CH2:9][C:8]([F:14])([F:13])[F:7])[CH2:37][CH2:38][C:39]=5[N:40]=4)=[CH:30][CH:31]=3)[CH2:24]2)[CH2:20][CH2:19][CH2:18][CH2:17][CH2:16]1. The reactants are C(Cl)(=O)C(Cl)=O.[F:7][C:8]([F:14])([F:13])[CH2:9][C:10](O)=[O:11].[N:15]1([C@H:21]2[CH2:24][C@H:23]([O:25][C:26]3[CH:31]=[CH:30][C:29]([C:32]4[S:33][C:34]5[CH2:35][NH:36][CH2:37][CH2:38][C:39]=5[N:40]=4)=[CH:28][CH:27]=3)[CH2:22]2)[CH2:20][CH2:19][CH2:18][CH2:17][CH2:16]1.C(N(CC)CC)C. The yield is 0.400. The catalyst is ClCCl.CN(C)C=O. (2) The reactants are [CH2:1]([O:8][C:9]1[C:10]([C:30](O)=[O:31])=[N:11][C:12]([CH2:16][C:17]2[CH:22]=[CH:21][CH:20]=[CH:19][C:18]=2[C:23]2[CH:28]=[CH:27][CH:26]=[CH:25][C:24]=2[Cl:29])=[N:13][C:14]=1[OH:15])[C:2]1[CH:7]=[CH:6][CH:5]=[CH:4][CH:3]=1.[Si:33]([O:40][CH2:41][CH2:42][NH:43][CH3:44])([C:36]([CH3:39])([CH3:38])[CH3:37])([CH3:35])[CH3:34].[Si](OCCN(C)C(C1C(OCC2C=CC=CC=2)=C(O)N=C(CC2C=CC=CC=2C2C=CC=CC=2)N=1)=O)(C(C)(C)C)(C)C. No catalyst specified. The product is [Si:33]([O:40][CH2:41][CH2:42][N:43]([CH3:44])[C:30]([C:10]1[C:9]([O:8][CH2:1][C:2]2[CH:7]=[CH:6][CH:5]=[CH:4][CH:3]=2)=[C:14]([OH:15])[N:13]=[C:12]([CH2:16][C:17]2[CH:22]=[CH:21][CH:20]=[CH:19][C:18]=2[C:23]2[CH:28]=[CH:27][CH:26]=[CH:25][C:24]=2[Cl:29])[N:11]=1)=[O:31])([C:36]([CH3:39])([CH3:38])[CH3:37])([CH3:34])[CH3:35]. The yield is 0.481. (3) The reactants are [CH3:1][C:2]1([CH3:23])[C:7]2[CH:8]=[C:9]([C:12]3[N:16]([CH3:17])[C:15]([C:18]#[N:19])=[C:14](Br)[C:13]=3[CH3:21])[CH:10]=[CH:11][C:6]=2[NH:5][C:4](=[O:22])[O:3]1.[CH3:24][Sn](C)(C)C.O. The catalyst is CN(P(N(C)C)(N(C)C)=O)C. The product is [CH3:1][C:2]1([CH3:23])[C:7]2[CH:8]=[C:9]([C:12]3[N:16]([CH3:17])[C:15]([C:18]#[N:19])=[C:14]([CH3:24])[C:13]=3[CH3:21])[CH:10]=[CH:11][C:6]=2[NH:5][C:4](=[O:22])[O:3]1. The yield is 0.850. (4) The reactants are [Cl:1][C:2]1[CH:28]=[CH:27][CH:26]=[CH:25][C:3]=1[CH2:4][N:5]1[C:9]2[CH:10]3[CH2:21][CH:12]([C:13]4[CH:18]=[C:17]([F:19])[C:16](I)=[CH:15][C:14]=4[C:8]=2[N:7]=[C:6]1[C:22]([NH2:24])=[O:23])[CH2:11]3.[CH3:29][C:30]([OH:34])([C:32]#[CH:33])[CH3:31]. The catalyst is N1CCCCC1.[Cu]I.C1C=CC([P]([Pd]([P](C2C=CC=CC=2)(C2C=CC=CC=2)C2C=CC=CC=2)([P](C2C=CC=CC=2)(C2C=CC=CC=2)C2C=CC=CC=2)[P](C2C=CC=CC=2)(C2C=CC=CC=2)C2C=CC=CC=2)(C2C=CC=CC=2)C2C=CC=CC=2)=CC=1. The product is [Cl:1][C:2]1[CH:28]=[CH:27][CH:26]=[CH:25][C:3]=1[CH2:4][N:5]1[C:9]2[CH:10]3[CH2:21][CH:12]([C:13]4[CH:18]=[C:17]([F:19])[C:16]([C:33]#[C:32][C:30]([OH:34])([CH3:31])[CH3:29])=[CH:15][C:14]=4[C:8]=2[N:7]=[C:6]1[C:22]([NH2:24])=[O:23])[CH2:11]3. The yield is 0.410. (5) The reactants are [Br:1][C:2]1[CH:16]=[CH:15][C:5]([CH2:6][CH:7]([C:12](=O)[CH3:13])[C:8](OC)=[O:9])=[C:4]([O:17][CH3:18])[CH:3]=1.C(=O)(O)O.[NH2:23][C:24]([NH2:26])=[NH:25]. The catalyst is CO. The product is [NH2:26][C:24]1[N:25]=[C:8]([OH:9])[C:7]([CH2:6][C:5]2[CH:15]=[CH:16][C:2]([Br:1])=[CH:3][C:4]=2[O:17][CH3:18])=[C:12]([CH3:13])[N:23]=1. The yield is 0.310.